Dataset: Reaction yield outcomes from USPTO patents with 853,638 reactions. Task: Predict the reaction yield, written as a fraction of the theoretical maximum amount of product (1.0 means a 100% yield; for example, 0.34 means a 34% yield). (1) The reactants are [N+:1]([C:4]1[CH:11]=[C:8]([CH:9]=O)[C:7]([OH:12])=[CH:6][CH:5]=1)([O-:3])=[O:2].[NH2:13][C:14]([CH2:20][C:21]#[N:22])=[C:15]([C:18]#[N:19])[C:16]#[N:17].C(O)(=O)C.C([SiH](CC)CC)C. The catalyst is C(O)C. The product is [NH2:17][C:16]1[N:22]=[C:21]2[O:12][C:7]3[C:8]([CH2:9][C:20]2=[C:14]([NH2:13])[C:15]=1[C:18]#[N:19])=[CH:11][C:4]([N+:1]([O-:3])=[O:2])=[CH:5][CH:6]=3. The yield is 0.600. (2) The reactants are [CH2:1]([N:5]1[C:13]2[N:12]=[C:11]([Cl:14])[N:10](CC=C)[C:9]=2[C:8](=[O:18])[NH:7][C:6]1=[O:19])[CH2:2][CH2:3][CH3:4].C([O-])([O-])=O.[Cs+].[Cs+].Cl[CH2:27][C:28]#[N:29].N1CCOCC1. The catalyst is CN(C=O)C.C1C=CC([P]([Pd]([P](C2C=CC=CC=2)(C2C=CC=CC=2)C2C=CC=CC=2)([P](C2C=CC=CC=2)(C2C=CC=CC=2)C2C=CC=CC=2)[P](C2C=CC=CC=2)(C2C=CC=CC=2)C2C=CC=CC=2)(C2C=CC=CC=2)C2C=CC=CC=2)=CC=1. The product is [CH2:1]([N:5]1[C:13]2[N:12]=[C:11]([Cl:14])[NH:10][C:9]=2[C:8](=[O:18])[N:7]([CH2:27][C:28]#[N:29])[C:6]1=[O:19])[CH2:2][CH2:3][CH3:4]. The yield is 0.260. (3) The reactants are [NH:1]1[C:9]2[C:4](=[CH:5][CH:6]=[CH:7][CH:8]=2)[CH2:3][C:2]1=[O:10].[Li+].C[Si]([N-][Si](C)(C)C)(C)C.C1COCC1.[CH3:26][CH:27]1[C:31]2[CH:32]=[CH:33][CH:34]=[CH:35][C:30]=2[C:29](=O)[O:28]1. The catalyst is C1COCC1. The product is [CH3:26][CH:27]1[C:31]2[CH:32]=[CH:33][CH:34]=[CH:35][C:30]=2/[C:29](=[C:3]2\[C:2](=[O:10])[NH:1][C:9]3[C:4]\2=[CH:5][CH:6]=[CH:7][CH:8]=3)/[O:28]1. The yield is 0.150. (4) The reactants are Br[C:2]1[CH:24]=[CH:23][C:5]2[C:6]3[N:7]=[C:8]([N:14]4[C:18]([C:19]([CH3:22])([CH3:21])[CH3:20])=[CH:17][N:16]=[N:15]4)[S:9][C:10]=3[CH2:11][CH2:12][O:13][C:4]=2[CH:3]=1. The catalyst is CO.[Pd]. The product is [C:19]([C:18]1[N:14]([C:8]2[S:9][C:10]3[CH2:11][CH2:12][O:13][C:4]4[CH:3]=[CH:2][CH:24]=[CH:23][C:5]=4[C:6]=3[N:7]=2)[N:15]=[N:16][CH:17]=1)([CH3:22])([CH3:20])[CH3:21]. The yield is 0.660.